The task is: Regression. Given two drug SMILES strings and cell line genomic features, predict the synergy score measuring deviation from expected non-interaction effect.. This data is from NCI-60 drug combinations with 297,098 pairs across 59 cell lines. (1) Drug 1: C1CC(=O)NC(=O)C1N2CC3=C(C2=O)C=CC=C3N. Drug 2: CC1=C(C(CCC1)(C)C)C=CC(=CC=CC(=CC(=O)O)C)C. Cell line: SF-295. Synergy scores: CSS=8.89, Synergy_ZIP=-2.19, Synergy_Bliss=-0.135, Synergy_Loewe=3.68, Synergy_HSA=3.74. (2) Drug 1: CC1=C(C=C(C=C1)NC2=NC=CC(=N2)N(C)C3=CC4=NN(C(=C4C=C3)C)C)S(=O)(=O)N.Cl. Synergy scores: CSS=-1.16, Synergy_ZIP=-11.2, Synergy_Bliss=-22.4, Synergy_Loewe=-59.5, Synergy_HSA=-27.9. Cell line: RPMI-8226. Drug 2: C1=CC=C(C=C1)NC(=O)CCCCCCC(=O)NO. (3) Drug 1: C1CC(=O)NC(=O)C1N2CC3=C(C2=O)C=CC=C3N. Drug 2: CC1CCC2CC(C(=CC=CC=CC(CC(C(=O)C(C(C(=CC(C(=O)CC(OC(=O)C3CCCCN3C(=O)C(=O)C1(O2)O)C(C)CC4CCC(C(C4)OC)O)C)C)O)OC)C)C)C)OC. Cell line: IGROV1. Synergy scores: CSS=24.0, Synergy_ZIP=-12.5, Synergy_Bliss=-10.3, Synergy_Loewe=-33.4, Synergy_HSA=-6.26. (4) Drug 2: C1=NC2=C(N=C(N=C2N1C3C(C(C(O3)CO)O)F)Cl)N. Synergy scores: CSS=-8.03, Synergy_ZIP=1.15, Synergy_Bliss=-4.37, Synergy_Loewe=-11.3, Synergy_HSA=-8.50. Cell line: T-47D. Drug 1: CN(C)C1=NC(=NC(=N1)N(C)C)N(C)C. (5) Drug 1: CC12CCC3C(C1CCC2O)C(CC4=C3C=CC(=C4)O)CCCCCCCCCS(=O)CCCC(C(F)(F)F)(F)F. Drug 2: C#CCC(CC1=CN=C2C(=N1)C(=NC(=N2)N)N)C3=CC=C(C=C3)C(=O)NC(CCC(=O)O)C(=O)O. Cell line: HCT116. Synergy scores: CSS=-0.457, Synergy_ZIP=3.79, Synergy_Bliss=5.97, Synergy_Loewe=3.46, Synergy_HSA=-0.558. (6) Drug 1: C1=CC(=C2C(=C1NCCNCCO)C(=O)C3=C(C=CC(=C3C2=O)O)O)NCCNCCO. Drug 2: C(CN)CNCCSP(=O)(O)O. Cell line: HL-60(TB). Synergy scores: CSS=75.5, Synergy_ZIP=9.57, Synergy_Bliss=9.57, Synergy_Loewe=-3.91, Synergy_HSA=11.2. (7) Synergy scores: CSS=3.49, Synergy_ZIP=-8.95, Synergy_Bliss=-6.79, Synergy_Loewe=-10.2, Synergy_HSA=-5.85. Drug 2: C1CCC(C(C1)N)N.C(=O)(C(=O)[O-])[O-].[Pt+4]. Cell line: U251. Drug 1: C1=NC2=C(N=C(N=C2N1C3C(C(C(O3)CO)O)O)F)N. (8) Drug 1: CC12CCC3C(C1CCC2O)C(CC4=C3C=CC(=C4)O)CCCCCCCCCS(=O)CCCC(C(F)(F)F)(F)F. Drug 2: CC(C)NC(=O)C1=CC=C(C=C1)CNNC.Cl. Cell line: HOP-92. Synergy scores: CSS=3.29, Synergy_ZIP=-1.45, Synergy_Bliss=-2.41, Synergy_Loewe=-0.317, Synergy_HSA=-2.94. (9) Synergy scores: CSS=4.38, Synergy_ZIP=4.19, Synergy_Bliss=1.30, Synergy_Loewe=1.97, Synergy_HSA=1.97. Cell line: LOX IMVI. Drug 1: C1CCN(CC1)CCOC2=CC=C(C=C2)C(=O)C3=C(SC4=C3C=CC(=C4)O)C5=CC=C(C=C5)O. Drug 2: COC1=C2C(=CC3=C1OC=C3)C=CC(=O)O2.